From a dataset of Full USPTO retrosynthesis dataset with 1.9M reactions from patents (1976-2016). Predict the reactants needed to synthesize the given product. The reactants are: [N:1]([CH2:4][C:5]1[C:6]([CH3:15])=[N:7][C:8]([C:11]([F:14])([F:13])[F:12])=[CH:9][CH:10]=1)=[N+]=[N-].C1(P(C2C=CC=CC=2)C2C=CC=CC=2)C=CC=CC=1.Cl. Given the product [CH3:15][C:6]1[C:5]([CH2:4][NH2:1])=[CH:10][CH:9]=[C:8]([C:11]([F:13])([F:12])[F:14])[N:7]=1, predict the reactants needed to synthesize it.